Dataset: Full USPTO retrosynthesis dataset with 1.9M reactions from patents (1976-2016). Task: Predict the reactants needed to synthesize the given product. (1) Given the product [Br:16][C:13]1[CH:12]=[CH:11][C:10]([C:9]2[O:8][N:7]=[C:6]([CH3:17])[C:5]=2[CH2:3][OH:2])=[CH:15][CH:14]=1, predict the reactants needed to synthesize it. The reactants are: C[O:2][C:3]([C:5]1[C:6]([CH3:17])=[N:7][O:8][C:9]=1[C:10]1[CH:15]=[CH:14][C:13]([Br:16])=[CH:12][CH:11]=1)=O.[BH4-].[Li+]. (2) The reactants are: [Cl:1]N1C(=O)CCC1=O.[CH2:9]([O:11][C:12]([C:14]1[CH:18]=[C:17]([CH2:19][CH3:20])[S:16][CH:15]=1)=[O:13])[CH3:10]. Given the product [CH2:9]([O:11][C:12]([C:14]1[CH:18]=[C:17]([CH2:19][CH3:20])[S:16][C:15]=1[Cl:1])=[O:13])[CH3:10], predict the reactants needed to synthesize it. (3) Given the product [Cl:1][C:2]1[CH:7]=[C:6]([O:8][CH:9]([CH3:10])[CH3:11])[CH:5]=[CH:4][C:3]=1[NH:12][C:14]1[N:22]=[C:21]2[C:17]([N:18]=[CH:19][NH:20]2)=[C:16]([NH:23][CH:24]2[CH2:25][CH2:26][CH:27]([OH:30])[CH2:28][CH2:29]2)[N:15]=1, predict the reactants needed to synthesize it. The reactants are: [Cl:1][C:2]1[CH:7]=[C:6]([O:8][CH:9]([CH3:11])[CH3:10])[CH:5]=[CH:4][C:3]=1[NH2:12].Cl[C:14]1[N:22]=[C:21]2[C:17]([N:18]=[CH:19][NH:20]2)=[C:16]([NH:23][CH:24]2[CH2:29][CH2:28][CH:27]([OH:30])[CH2:26][CH2:25]2)[N:15]=1.CC1C=CC(S(O)(=O)=O)=CC=1. (4) Given the product [CH2:24]([C:21]1[CH:22]=[CH:23][C:18]([O:17][C@H:15]([CH3:16])[CH2:14][CH2:13][O:12][C:9]2[CH:10]=[CH:11][C:6]([CH2:5][CH2:4][C:3]([OH:35])=[O:2])=[C:7]([CH3:34])[CH:8]=2)=[C:19]([C:26]([C:28]2[CH:33]=[CH:32][CH:31]=[CH:30][N:29]=2)=[O:27])[CH:20]=1)[CH3:25], predict the reactants needed to synthesize it. The reactants are: C[O:2][C:3](=[O:35])[CH2:4][CH2:5][C:6]1[CH:11]=[CH:10][C:9]([O:12][CH2:13][CH2:14][C@H:15]([O:17][C:18]2[CH:23]=[CH:22][C:21]([CH2:24][CH3:25])=[CH:20][C:19]=2[C:26]([C:28]2[CH:33]=[CH:32][CH:31]=[CH:30][N:29]=2)=[O:27])[CH3:16])=[CH:8][C:7]=1[CH3:34].[OH-].[Na+].Cl. (5) Given the product [Cl:1][C:2]1[CH:26]=[CH:25][C:24]([Cl:27])=[CH:23][C:3]=1[O:4][C:5]1[C:10]([C:11]([N:13]2[C:22]3[C:17](=[CH:18][CH:19]=[CH:20][CH:21]=3)[N:16]([CH2:28][CH:29]([CH3:32])[CH3:30])[CH2:15][CH2:14]2)=[O:12])=[CH:9][CH:8]=[CH:7][N:6]=1, predict the reactants needed to synthesize it. The reactants are: [Cl:1][C:2]1[CH:26]=[CH:25][C:24]([Cl:27])=[CH:23][C:3]=1[O:4][C:5]1[C:10]([C:11]([N:13]2[C:22]3[C:17](=[CH:18][CH:19]=[CH:20][CH:21]=3)[NH:16][CH2:15][CH2:14]2)=[O:12])=[CH:9][CH:8]=[CH:7][N:6]=1.[CH3:28][CH:29]([CH3:32])[CH:30]=O.C([Sn](Cl)(Cl)CCCC)CCC.C1([SiH3])C=CC=CC=1. (6) Given the product [F:20][C:21]1[CH:22]=[C:23]([CH:24]=[CH:25][C:26]=1[C:27]1[O:28][C:29]([CH3:32])=[N:30][N:31]=1)[O:1][CH2:2][CH2:3][C@H:4]1[CH2:6][C@H:5]1[CH:7]1[CH2:12][CH2:11][N:10]([C:13]([O:15][C:16]([CH3:19])([CH3:18])[CH3:17])=[O:14])[CH2:9][CH2:8]1, predict the reactants needed to synthesize it. The reactants are: [OH:1][CH2:2][CH2:3][CH:4]1[CH2:6][CH:5]1[CH:7]1[CH2:12][CH2:11][N:10]([C:13]([O:15][C:16]([CH3:19])([CH3:18])[CH3:17])=[O:14])[CH2:9][CH2:8]1.[F:20][C:21]1[CH:22]=[C:23](O)[CH:24]=[CH:25][C:26]=1[C:27]1[O:28][C:29]([CH3:32])=[N:30][N:31]=1. (7) Given the product [F:1][C:2]1[CH:7]=[CH:6][C:5]([S:8]([NH:11][C:12]2[C:21]([C:22]([OH:24])=[O:23])=[C:20]3[C:15]([C@H:16]4[CH2:26][C@H:17]4[CH2:18][O:19]3)=[CH:14][CH:13]=2)(=[O:9])=[O:10])=[C:4]([CH2:27][CH:28]2[CH2:35][N:34]3[CH:30]([CH2:31][CH2:32][CH2:33]3)[CH2:29]2)[CH:3]=1, predict the reactants needed to synthesize it. The reactants are: [F:1][C:2]1[CH:7]=[CH:6][C:5]([S:8]([NH:11][C:12]2[C:21]([C:22]([O:24]C)=[O:23])=[C:20]3[C:15]([C@H:16]4[CH2:26][C@H:17]4[CH2:18][O:19]3)=[CH:14][CH:13]=2)(=[O:10])=[O:9])=[C:4]([CH2:27][CH:28]2[CH2:35][N:34]3[CH:30]([CH2:31][CH2:32][CH2:33]3)[CH2:29]2)[CH:3]=1.O.[OH-].[Li+]. (8) Given the product [CH2:15]([NH:18][C:19](=[O:20])[C:21]1[CH:26]=[CH:25][C:24]([C:11]2[N:9]3[N:10]=[C:5]([NH:4][CH2:1][CH:2]=[CH2:3])[CH:6]=[CH:7][C:8]3=[N:13][CH:12]=2)=[CH:23][CH:22]=1)[CH:16]=[CH2:17], predict the reactants needed to synthesize it. The reactants are: [CH2:1]([NH:4][C:5]1[CH:6]=[CH:7][C:8]2[N:9]([C:11](Br)=[CH:12][N:13]=2)[N:10]=1)[CH:2]=[CH2:3].[CH2:15]([NH:18][C:19]([C:21]1[CH:26]=[CH:25][C:24](B(O)O)=[CH:23][CH:22]=1)=[O:20])[CH:16]=[CH2:17].C(O)CCC.C(=O)([O-])[O-].[Na+].[Na+]. (9) Given the product [CH3:1][CH2:2][C@@:3]1([OH:26])[C:8](=[O:9])[O:7][CH2:6][C:5]2[C:10]([N:12]3[C:24](=[CH:25][C:4]1=2)[CH:23]1[CH:14]([CH2:15][C:16]2[C:21]([NH:22]1)=[CH:20][CH:19]=[CH:18][CH:17]=2)[CH2:13]3)=[O:11], predict the reactants needed to synthesize it. The reactants are: [CH3:1][CH2:2][C@@:3]1([OH:26])[C:8](=[O:9])[O:7][CH2:6][C:5]2[C:10]([N:12]3[C:24](=[CH:25][C:4]1=2)[C:23]1[N:22]=[C:21]2[C:16]([CH:17]=[CH:18][CH:19]=[CH:20]2)=[CH:15][C:14]=1[CH2:13]3)=[O:11].[H][H].CCCCCCC.